This data is from Reaction yield outcomes from USPTO patents with 853,638 reactions. The task is: Predict the reaction yield, written as a fraction of the theoretical maximum amount of product (1.0 means a 100% yield; for example, 0.34 means a 34% yield). The reactants are [N:1]1([C:8]2[CH:13]=[CH:12][C:11]([N+:14]([O-])=O)=[CH:10][CH:9]=2)[CH2:6][CH2:5][O:4][CH2:3][C:2]1=[O:7].[H][H]. The catalyst is O1CCCC1.[Pd]. The product is [N:1]1([C:8]2[CH:13]=[CH:12][C:11]([NH2:14])=[CH:10][CH:9]=2)[CH2:6][CH2:5][O:4][CH2:3][C:2]1=[O:7]. The yield is 0.376.